Dataset: Catalyst prediction with 721,799 reactions and 888 catalyst types from USPTO. Task: Predict which catalyst facilitates the given reaction. (1) Reactant: [C:1]1([N:7]2[C:12](=O)C3SC=C(C4C=CC=CC=4)C=3N=C2)[CH:6]=[CH:5][CH:4]=[CH:3][CH:2]=1.[NH2:23][C:24]1[C:28]([C:29]2[CH:30]=[C:31]([CH3:35])[CH:32]=[CH:33][CH:34]=2)=[CH:27][S:26][C:25]=1[C:36]([O:38]C)=O.C(OCC)(OCC)OCC.[Cl:50]C1C=CC(N)=CC=1. Product: [Cl:50][C:4]1[CH:5]=[CH:6][C:1]([N:7]2[C:36](=[O:38])[C:25]3[S:26][CH:27]=[C:28]([C:29]4[CH:30]=[C:31]([CH3:35])[CH:32]=[CH:33][CH:34]=4)[C:24]=3[N:23]=[CH:12]2)=[CH:2][CH:3]=1. The catalyst class is: 15. (2) Reactant: [C:1]([C:3](=[C:8]([NH:11][C:12]1[CH:13]=[N:14][CH:15]=[CH:16][C:17]=1[CH3:18])SC)[C:4]([O:6]C)=O)#[N:2].Cl.[CH:20]1([CH2:25][C:26]([NH2:28])=[NH:27])[CH2:24][CH2:23][CH2:22][CH2:21]1.C(=O)([O-])[O-].[K+].[K+]. Product: [CH:20]1([CH2:25][C:26]2[NH:28][C:4](=[O:6])[C:3]([C:1]#[N:2])=[C:8]([NH:11][C:12]3[CH:13]=[N:14][CH:15]=[CH:16][C:17]=3[CH3:18])[N:27]=2)[CH2:24][CH2:23][CH2:22][CH2:21]1. The catalyst class is: 3. (3) Reactant: Br[C:2]1[CH:11]=[N:10][C:9]2[C:8]([N:12]3[CH2:17][CH2:16][O:15][CH2:14][CH2:13]3)=[N:7][C:6]([Cl:18])=[N:5][C:4]=2[CH:3]=1.[NH2:19][C:20]1[CH:21]=[C:22](B(O)O)[CH:23]=[CH:24][CH:25]=1.C(=O)([O-])[O-].[Na+].[Na+].C(O)C. Product: [Cl:18][C:6]1[N:7]=[C:8]([N:12]2[CH2:17][CH2:16][O:15][CH2:14][CH2:13]2)[C:9]2[N:10]=[CH:11][C:2]([C:24]3[CH:25]=[C:20]([CH:21]=[CH:22][CH:23]=3)[NH2:19])=[CH:3][C:4]=2[N:5]=1. The catalyst class is: 189. (4) Reactant: [Cl:1][C:2]1[CH:3]=[CH:4][C:5]2[O:10][CH2:9][C:8](=[O:11])[O:7][C:6]=2[CH:12]=1.[F:13][C:14]1[CH:28]=[CH:27][C:17]([CH2:18][N:19]2[CH2:24][C@H:23]([CH3:25])[NH:22][CH2:21][C@H:20]2[CH3:26])=[CH:16][CH:15]=1. Product: [Cl:1][C:2]1[CH:3]=[CH:4][C:5]([O:10][CH2:9][C:8]([N:22]2[CH2:21][C@H:20]([CH3:26])[N:19]([CH2:18][C:17]3[CH:27]=[CH:28][C:14]([F:13])=[CH:15][CH:16]=3)[CH2:24][C@H:23]2[CH3:25])=[O:11])=[C:6]([OH:7])[CH:12]=1. The catalyst class is: 11. (5) The catalyst class is: 2. Reactant: [F:1][C:2]1[C:7]([C:8]2[C:9](=[O:34])[NH:10][C:11](=[O:33])[N:12]([CH2:14][CH2:15][CH2:16][N:17]3[CH2:22][C@H:21]4[C@:19]([C:23]5[CH:28]=[CH:27][C:26]([C:29]([F:32])([F:31])[F:30])=[CH:25][CH:24]=5)([CH2:20]4)[CH2:18]3)[N:13]=2)=[CH:6][CH:5]=[CH:4][N:3]=1.[ClH:35].CO. Product: [ClH:35].[ClH:35].[F:1][C:2]1[C:7]([C:8]2[C:9](=[O:34])[NH:10][C:11](=[O:33])[N:12]([CH2:14][CH2:15][CH2:16][N:17]3[CH2:22][C@H:21]4[C@:19]([C:23]5[CH:28]=[CH:27][C:26]([C:29]([F:32])([F:31])[F:30])=[CH:25][CH:24]=5)([CH2:20]4)[CH2:18]3)[N:13]=2)=[CH:6][CH:5]=[CH:4][N:3]=1. (6) Reactant: [Cl:1][C:2]1[N:10]=[C:9]2[C:5]([N:6]=[CH:7][N:8]2[CH3:11])=[C:4](Cl)[N:3]=1.C(N(CC)CC)C.[CH:20]1([NH2:26])[CH2:25][CH2:24][CH2:23][CH2:22][CH2:21]1. Product: [Cl:1][C:2]1[N:10]=[C:9]2[C:5]([N:6]=[CH:7][N:8]2[CH3:11])=[C:4]([NH:26][CH:20]2[CH2:25][CH2:24][CH2:23][CH2:22][CH2:21]2)[N:3]=1. The catalyst class is: 10.